This data is from Forward reaction prediction with 1.9M reactions from USPTO patents (1976-2016). The task is: Predict the product of the given reaction. (1) Given the reactants [Br:1][C:2]1[CH:3]=[C:4]([CH2:11][O:12]C2CCCCO2)[C:5]2[N:6]([CH:8]=[N:9][N:10]=2)[CH:7]=1.Cl.O1CCOCC1.C(=O)(O)[O-].[Na+], predict the reaction product. The product is: [Br:1][C:2]1[CH:3]=[C:4]([CH2:11][OH:12])[C:5]2[N:6]([CH:8]=[N:9][N:10]=2)[CH:7]=1. (2) Given the reactants [CH2:1]([Li])[CH2:2]CC.[Br:6][C:7]1[CH:8]=[N:9][CH:10]=[C:11]([CH:14]=1)C=O, predict the reaction product. The product is: [Br:6][C:7]1[CH:8]=[N:9][CH:10]=[CH:11][C:14]=1[CH:1]=[CH2:2]. (3) Given the reactants [N:1]([CH2:4][CH2:5][OH:6])=[N+:2]=[N-:3].Cl[C:8](Cl)([O:10]C(=O)OC(Cl)(Cl)Cl)Cl.ClC([O-])=O.[NH:23]([C:33]([O:35][C:36]([CH3:39])([CH3:38])[CH3:37])=[O:34])[C@H:24]([C:30]([OH:32])=[O:31])[CH2:25][CH2:26][CH2:27][CH2:28][NH2:29].[OH-].[Na+].Cl, predict the reaction product. The product is: [N:1]([CH2:4][CH2:5][O:6][C:8](=[O:10])[NH:29][CH2:28][CH2:27][CH2:26][CH2:25][C@@H:24]([C:30]([OH:32])=[O:31])[NH:23][C:33](=[O:34])[O:35][C:36]([CH3:39])([CH3:38])[CH3:37])=[N+:2]=[N-:3]. (4) Given the reactants [C:1]1([C:7]2[N:8]=[C:9]([NH2:12])[S:10][CH:11]=2)[CH:6]=[CH:5][CH:4]=[CH:3][CH:2]=1.C(O)(=O)C.[I:17]Cl, predict the reaction product. The product is: [I:17][C:11]1[S:10][C:9]([NH2:12])=[N:8][C:7]=1[C:1]1[CH:2]=[CH:3][CH:4]=[CH:5][CH:6]=1. (5) Given the reactants C([O:5][C:6](=[O:18])[CH2:7][O:8][C:9]1[CH:14]=[CH:13][C:12]([Cl:15])=[CH:11][C:10]=1[C:16]#[CH:17])(C)(C)C.[CH2:19]([NH:21][S:22]([C:25]1[CH:30]=[CH:29][C:28]([CH3:31])=[C:27](Br)[CH:26]=1)(=[O:24])=[O:23])[CH3:20], predict the reaction product. The product is: [Cl:15][C:12]1[CH:13]=[CH:14][C:9]([O:8][CH2:7][C:6]([OH:5])=[O:18])=[C:10]([C:16]#[C:17][C:27]2[CH:26]=[C:25]([S:22]([NH:21][CH2:19][CH3:20])(=[O:23])=[O:24])[CH:30]=[CH:29][C:28]=2[CH3:31])[CH:11]=1. (6) Given the reactants [C:1]([O:5][C:6]([N:8]1[CH2:13][CH2:12][CH:11]([O:14][C:15]2[CH:16]=[N:17][C:18](Cl)=[CH:19][CH:20]=2)[CH2:10][CH2:9]1)=[O:7])([CH3:4])([CH3:3])[CH3:2].[CH2:22]([S:24]([C:27]1[CH:28]=[C:29]2[C:33](=[CH:34][CH:35]=1)[NH:32][CH:31]=[CH:30]2)(=[O:26])=[O:25])[CH3:23], predict the reaction product. The product is: [C:1]([O:5][C:6]([N:8]1[CH2:13][CH2:12][CH:11]([O:14][C:15]2[CH:16]=[N:17][C:18]([N:32]3[C:33]4[C:29](=[CH:28][C:27]([S:24]([CH2:22][CH3:23])(=[O:26])=[O:25])=[CH:35][CH:34]=4)[CH:30]=[CH:31]3)=[CH:19][CH:20]=2)[CH2:10][CH2:9]1)=[O:7])([CH3:4])([CH3:3])[CH3:2]. (7) Given the reactants CC1SC(C2C3C(=CC4C(C=3)=C(C3C=CC(C(O)=O)=CC=3)C=CC=4)C(C)(C)CC=2)=CC=1.[CH3:32][C:33]1([CH3:65])[CH:42]=[C:41]([C:43]2[CH:48]=[CH:47][C:46]([CH3:49])=[CH:45][CH:44]=2)[C:40]2[C:35](=[CH:36][C:37]3[CH:53]=[CH:52][C:51]([C:54]4[CH:64]=[CH:63][C:57]([C:58]([O:60]CC)=[O:59])=[CH:56][CH:55]=4)=[CH:50][C:38]=3[CH:39]=2)[O:34]1, predict the reaction product. The product is: [CH3:32][C:33]1([CH3:65])[CH:42]=[C:41]([C:43]2[CH:44]=[CH:45][C:46]([CH3:49])=[CH:47][CH:48]=2)[C:40]2[C:35](=[CH:36][C:37]3[CH:53]=[CH:52][C:51]([C:54]4[CH:64]=[CH:63][C:57]([C:58]([OH:60])=[O:59])=[CH:56][CH:55]=4)=[CH:50][C:38]=3[CH:39]=2)[O:34]1. (8) The product is: [Br:1][C:2]1[CH:23]=[C:6]2[C:5](=[CH:4][C:3]=1[O:26][CH3:27])[N:16]([C@@H:17]([CH:20]([CH3:22])[CH3:21])[CH2:18][OH:19])[CH:15]=[C:9]([C:10]([O:12][CH2:13][CH3:14])=[O:11])[C:7]2=[O:8]. Given the reactants [Br:1][C:2]1[C:3]([O:26][CH3:27])=[CH:4][C:5](OC)=[C:6]([CH:23]=1)[C:7]([C:9](=[CH:15][NH:16][C@@H:17]([CH:20]([CH3:22])[CH3:21])[CH2:18][OH:19])[C:10]([O:12][CH2:13][CH3:14])=[O:11])=[O:8].[Cl-].[K+].C[Si](C)(C)N=C(O[Si](C)(C)C)C.Cl, predict the reaction product. (9) The product is: [CH3:17][O:18][C:19](=[O:28])[CH:20]([C:8]1[C:9]([C:10]#[N:11])=[CH:12][C:13]([F:14])=[C:6]([O:5][C:1]([CH3:4])([CH3:3])[CH3:2])[N:7]=1)[C:21]([O:23][C:24]([CH3:26])([CH3:25])[CH3:27])=[O:22]. Given the reactants [C:1]([O:5][C:6]1[C:13]([F:14])=[CH:12][C:9]([C:10]#[N:11])=[C:8](F)[N:7]=1)([CH3:4])([CH3:3])[CH3:2].[Na].[CH3:17][O:18][C:19](=[O:28])[CH2:20][C:21]([O:23][C:24]([CH3:27])([CH3:26])[CH3:25])=[O:22].O1CCOCC1, predict the reaction product.